This data is from NCI-60 drug combinations with 297,098 pairs across 59 cell lines. The task is: Regression. Given two drug SMILES strings and cell line genomic features, predict the synergy score measuring deviation from expected non-interaction effect. (1) Drug 1: CC1=CC=C(C=C1)C2=CC(=NN2C3=CC=C(C=C3)S(=O)(=O)N)C(F)(F)F. Drug 2: CC1C(C(CC(O1)OC2CC(CC3=C2C(=C4C(=C3O)C(=O)C5=CC=CC=C5C4=O)O)(C(=O)C)O)N)O. Cell line: TK-10. Synergy scores: CSS=44.9, Synergy_ZIP=-2.67, Synergy_Bliss=-1.93, Synergy_Loewe=-14.1, Synergy_HSA=-1.05. (2) Drug 1: CC1=C2C(C(=O)C3(C(CC4C(C3C(C(C2(C)C)(CC1OC(=O)C(C(C5=CC=CC=C5)NC(=O)OC(C)(C)C)O)O)OC(=O)C6=CC=CC=C6)(CO4)OC(=O)C)OC)C)OC. Drug 2: CC1C(C(CC(O1)OC2CC(CC3=C2C(=C4C(=C3O)C(=O)C5=C(C4=O)C(=CC=C5)OC)O)(C(=O)C)O)N)O.Cl. Cell line: NCI-H226. Synergy scores: CSS=23.8, Synergy_ZIP=-5.72, Synergy_Bliss=-5.34, Synergy_Loewe=-9.81, Synergy_HSA=-2.63.